This data is from Forward reaction prediction with 1.9M reactions from USPTO patents (1976-2016). The task is: Predict the product of the given reaction. (1) Given the reactants [CH3:1][C:2]1[N:12]=[CH:11][CH:10]=[CH:9][C:3]=1[C:4](OCC)=[O:5].[CH3:13][NH2:14], predict the reaction product. The product is: [CH3:1][C:2]1[N:12]=[CH:11][CH:10]=[CH:9][C:3]=1[C:4]([NH:14][CH3:13])=[O:5]. (2) Given the reactants C(OCC(Cl)=O)C1C=CC=CC=1.[CH2:13]([O:20][CH2:21][C:22]([N:24]=[C:25]=[S:26])=[O:23])[C:14]1[CH:19]=[CH:18][CH:17]=[CH:16][CH:15]=1.[CH3:27][O:28][C:29]1[CH:30]=[C:31]2[C:36](=[CH:37][C:38]=1[O:39][CH3:40])[N:35]=[CH:34][CH:33]=[C:32]2[O:41][C:42]1[CH:48]=[CH:47][C:45]([NH2:46])=[C:44]([F:49])[CH:43]=1.C1(C)C=CC=CC=1, predict the reaction product. The product is: [CH2:13]([O:20][CH2:21][C:22]([N:24]=[C:25]=[S:26])=[O:23])[C:14]1[CH:19]=[CH:18][CH:17]=[CH:16][CH:15]=1.[CH2:13]([O:20][CH2:21][C:22]([NH:24][C:25]([NH:46][C:45]1[CH:47]=[CH:48][C:42]([O:41][C:32]2[C:31]3[C:36](=[CH:37][C:38]([O:39][CH3:40])=[C:29]([O:28][CH3:27])[CH:30]=3)[N:35]=[CH:34][CH:33]=2)=[CH:43][C:44]=1[F:49])=[S:26])=[O:23])[C:14]1[CH:19]=[CH:18][CH:17]=[CH:16][CH:15]=1. (3) Given the reactants [CH3:1][O:2][C:3]1[CH:20]=[CH:19][C:6]([CH2:7][NH:8][C:9]2[C:10]3[S:17][C:16](I)=[CH:15][C:11]=3[N:12]=[CH:13][N:14]=2)=[CH:5][CH:4]=1.[C:21]1(B(O)O)[CH:26]=[CH:25][CH:24]=[CH:23][CH:22]=1, predict the reaction product. The product is: [CH3:1][O:2][C:3]1[CH:20]=[CH:19][C:6]([CH2:7][NH:8][C:9]2[C:10]3[S:17][C:16]([C:21]4[CH:26]=[CH:25][CH:24]=[CH:23][CH:22]=4)=[CH:15][C:11]=3[N:12]=[CH:13][N:14]=2)=[CH:5][CH:4]=1. (4) Given the reactants [OH:1][C:2]1[CH:22]=[CH:21][C:5]([C:6]([NH:8][N:9]=[C:10]2[C:18]3[C:13](=[CH:14][CH:15]=[C:16]([I:19])[CH:17]=3)[NH:12][C:11]2=[O:20])=[O:7])=[CH:4][CH:3]=1.C1CCN2C(=NCCC2)CC1.Br[CH2:35][C:36]([O:38][CH3:39])=[O:37], predict the reaction product. The product is: [CH3:39][O:38][C:36](=[O:37])[CH2:35][N:12]1[C:13]2[C:18](=[CH:17][C:16]([I:19])=[CH:15][CH:14]=2)[C:10](=[N:9][NH:8][C:6](=[O:7])[C:5]2[CH:21]=[CH:22][C:2]([OH:1])=[CH:3][CH:4]=2)[C:11]1=[O:20]. (5) Given the reactants FC(F)(F)C(O)=O.[C:8]([N:11]1[C:19]2[C:14](=[CH:15][C:16]([CH2:20][CH2:21][N:22]3[CH2:27][CH2:26][N:25](C(OC(C)(C)C)=O)[CH2:24][CH2:23]3)=[CH:17][CH:18]=2)[CH2:13][CH2:12]1)(=[O:10])[CH3:9], predict the reaction product. The product is: [N:22]1([CH2:21][CH2:20][C:16]2[CH:15]=[C:14]3[C:19](=[CH:18][CH:17]=2)[N:11]([C:8](=[O:10])[CH3:9])[CH2:12][CH2:13]3)[CH2:27][CH2:26][NH:25][CH2:24][CH2:23]1.